This data is from Forward reaction prediction with 1.9M reactions from USPTO patents (1976-2016). The task is: Predict the product of the given reaction. (1) Given the reactants Br[C:2]1[CH:7]=[CH:6][C:5]([CH:8]([C:10]2[CH:15]=[CH:14][C:13]([F:16])=[CH:12][C:11]=2[F:17])[OH:9])=[CH:4][CH:3]=1.CC1(C)C(C)(C)OB([C:26]2[CH:31]=[CH:30][C:29]([C:32]3([C:35]([NH2:37])=[O:36])[CH2:34][CH2:33]3)=[CH:28][CH:27]=2)O1.C([O-])([O-])=O.[Na+].[Na+].[OH-].[Na+], predict the reaction product. The product is: [F:17][C:11]1[CH:12]=[C:13]([F:16])[CH:14]=[CH:15][C:10]=1[CH:8]([OH:9])[C:5]1[CH:6]=[CH:7][C:2]([C:26]2[CH:31]=[CH:30][C:29]([C:32]3([C:35]([NH2:37])=[O:36])[CH2:34][CH2:33]3)=[CH:28][CH:27]=2)=[CH:3][CH:4]=1. (2) Given the reactants [CH3:1][C@@:2]12[C:18](=[O:19])[CH2:17][CH2:16][C@H:15]1[C@H:14]1[C@@H:5]([C:6]3[CH:7]=[CH:8][C:9]([OH:20])=[CH:10][C:11]=3[CH2:12][CH2:13]1)[CH2:4][CH2:3]2.N1C=CN=C1.[Si:26](Cl)([C:29]([CH3:32])([CH3:31])[CH3:30])([CH3:28])[CH3:27].O, predict the reaction product. The product is: [O:20]([C:9]1[CH:8]=[CH:7][C:6]2[C@@H:5]3[C@H:14]([C@H:15]4[C@@:2]([CH2:3][CH2:4]3)([CH3:1])[C:18](=[O:19])[CH2:17][CH2:16]4)[CH2:13][CH2:12][C:11]=2[CH:10]=1)[Si:26]([C:29]([CH3:32])([CH3:31])[CH3:30])([CH3:28])[CH3:27]. (3) The product is: [CH2:1]([C@@H:8]1[CH2:12][O:11][C:10](=[O:13])[N:9]1[C:14](=[O:36])[CH:15]([CH2:19][C:20]1[C:25]([Cl:26])=[CH:24][C:23]([O:27][CH2:28][C:29]2[CH:34]=[CH:33][CH:32]=[CH:31][CH:30]=2)=[CH:22][C:21]=1[Cl:35])[CH2:16][CH:17]=[O:40])[C:2]1[CH:3]=[CH:4][CH:5]=[CH:6][CH:7]=1. Given the reactants [CH2:1]([C@@H:8]1[CH2:12][O:11][C:10](=[O:13])[N:9]1[C:14](=[O:36])[CH:15]([CH2:19][C:20]1[C:25]([Cl:26])=[CH:24][C:23]([O:27][CH2:28][C:29]2[CH:34]=[CH:33][CH:32]=[CH:31][CH:30]=2)=[CH:22][C:21]=1[Cl:35])[CH2:16][CH:17]=C)[C:2]1[CH:7]=[CH:6][CH:5]=[CH:4][CH:3]=1.C1C[O:40]CC1.C(O)(C)(C)C.I([O-])(=O)(=O)=O.[Na+], predict the reaction product. (4) Given the reactants [C:1]([C:5]1[CH:6]=[C:7]([CH:9]=[C:10]([I:14])[C:11]=1[O:12][CH3:13])[NH2:8])([CH3:4])([CH3:3])[CH3:2].Cl[C:16]([O:18][CH2:19][CH2:20][Cl:21])=[O:17].C(N(CC)CC)C, predict the reaction product. The product is: [Cl:21][CH2:20][CH2:19][O:18][C:16](=[O:17])[NH:8][C:7]1[CH:9]=[C:10]([I:14])[C:11]([O:12][CH3:13])=[C:5]([C:1]([CH3:4])([CH3:2])[CH3:3])[CH:6]=1.